This data is from NCI-60 drug combinations with 297,098 pairs across 59 cell lines. The task is: Regression. Given two drug SMILES strings and cell line genomic features, predict the synergy score measuring deviation from expected non-interaction effect. (1) Drug 1: COC1=C(C=C2C(=C1)N=CN=C2NC3=CC(=C(C=C3)F)Cl)OCCCN4CCOCC4. Synergy scores: CSS=43.1, Synergy_ZIP=3.82, Synergy_Bliss=4.19, Synergy_Loewe=-26.8, Synergy_HSA=1.50. Cell line: ACHN. Drug 2: CN(C)C1=NC(=NC(=N1)N(C)C)N(C)C. (2) Drug 1: CC1=C2C(C(=O)C3(C(CC4C(C3C(C(C2(C)C)(CC1OC(=O)C(C(C5=CC=CC=C5)NC(=O)OC(C)(C)C)O)O)OC(=O)C6=CC=CC=C6)(CO4)OC(=O)C)O)C)O. Drug 2: C(CC(=O)O)C(=O)CN.Cl. Cell line: MALME-3M. Synergy scores: CSS=24.2, Synergy_ZIP=-6.81, Synergy_Bliss=-2.63, Synergy_Loewe=-6.39, Synergy_HSA=0.0430. (3) Drug 1: CC1C(C(CC(O1)OC2CC(CC3=C2C(=C4C(=C3O)C(=O)C5=C(C4=O)C(=CC=C5)OC)O)(C(=O)C)O)N)O.Cl. Drug 2: C1=NC2=C(N=C(N=C2N1C3C(C(C(O3)CO)O)O)F)N. Cell line: NCI-H522. Synergy scores: CSS=18.5, Synergy_ZIP=-9.31, Synergy_Bliss=-2.53, Synergy_Loewe=-7.82, Synergy_HSA=-1.03. (4) Drug 1: COC1=NC(=NC2=C1N=CN2C3C(C(C(O3)CO)O)O)N. Drug 2: C1CCC(C(C1)N)N.C(=O)(C(=O)[O-])[O-].[Pt+4]. Cell line: ACHN. Synergy scores: CSS=16.3, Synergy_ZIP=3.08, Synergy_Bliss=6.37, Synergy_Loewe=-23.3, Synergy_HSA=-0.662. (5) Drug 1: CN1C2=C(C=C(C=C2)N(CCCl)CCCl)N=C1CCCC(=O)O.Cl. Drug 2: C1C(C(OC1N2C=NC3=C2NC=NCC3O)CO)O. Cell line: SF-539. Synergy scores: CSS=2.95, Synergy_ZIP=1.66, Synergy_Bliss=3.54, Synergy_Loewe=1.27, Synergy_HSA=0.275. (6) Drug 1: CN(C)N=NC1=C(NC=N1)C(=O)N. Drug 2: CC1CCCC2(C(O2)CC(NC(=O)CC(C(C(=O)C(C1O)C)(C)C)O)C(=CC3=CSC(=N3)C)C)C. Cell line: UACC62. Synergy scores: CSS=4.20, Synergy_ZIP=-0.620, Synergy_Bliss=2.80, Synergy_Loewe=2.87, Synergy_HSA=3.12. (7) Drug 1: C1C(C(OC1N2C=C(C(=O)NC2=O)F)CO)O. Drug 2: C(CCl)NC(=O)N(CCCl)N=O. Cell line: LOX IMVI. Synergy scores: CSS=45.8, Synergy_ZIP=-9.37, Synergy_Bliss=-5.43, Synergy_Loewe=-4.96, Synergy_HSA=-1.24.